From a dataset of Cav3 T-type calcium channel HTS with 100,875 compounds. Binary Classification. Given a drug SMILES string, predict its activity (active/inactive) in a high-throughput screening assay against a specified biological target. The compound is S(=O)(=O)(Cc1oc(cc1)C(O)=O)c1c(cccc1)C. The result is 0 (inactive).